This data is from Retrosynthesis with 50K atom-mapped reactions and 10 reaction types from USPTO. The task is: Predict the reactants needed to synthesize the given product. Given the product O=S(=O)(c1ccc(O)cc1)c1c(Cc2ccccc2)oc2ccc(Br)cc12, predict the reactants needed to synthesize it. The reactants are: COc1ccc(S(=O)(=O)c2c(Cc3ccccc3)oc3ccc(Br)cc23)cc1.